This data is from Reaction yield outcomes from USPTO patents with 853,638 reactions. The task is: Predict the reaction yield, written as a fraction of the theoretical maximum amount of product (1.0 means a 100% yield; for example, 0.34 means a 34% yield). (1) The reactants are ClC1C=C(C2N=NC=C(CO)C=2)C=CC=1F.[Cl:17][C:18]1[CH:19]=[C:20]([C:25]2[N:26]=[N:27][CH:28]=[C:29]([CH2:31][N:32]3[CH:36]=[CH:35][N:34]=[C:33]3[CH3:37])[CH:30]=2)[CH:21]=[CH:22][C:23]=1[F:24].CN(C=O)C.S(Cl)(Cl)=O.CC1NC=CN=1. The catalyst is C(Cl)Cl. The product is [Cl:17][C:18]1[CH:19]=[C:20]([C:25]2[N:26]=[N:27][CH:28]=[C:29]([CH2:31][N:32]3[CH:36]=[CH:35][N:34]=[C:33]3[CH3:37])[CH:30]=2)[CH:21]=[CH:22][C:23]=1[F:24]. The yield is 0.240. (2) The reactants are [CH2:1]([C:7]1[C:8]2[S:17][CH:16]=[C:15]([CH2:18][CH2:19][CH2:20][CH2:21][CH2:22][CH3:23])[C:9]=2[S:10][C:11]=1C(O)=O)[CH2:2][CH2:3][CH2:4][CH2:5][CH3:6].N1C2C(=CC=CC=2)C=CC=1.C(=O)=O. The catalyst is [Cu].CCCCCC. The product is [CH2:18]([C:15]1[C:9]2[S:10][CH:11]=[C:7]([CH2:1][CH2:2][CH2:3][CH2:4][CH2:5][CH3:6])[C:8]=2[S:17][CH:16]=1)[CH2:19][CH2:20][CH2:21][CH2:22][CH3:23]. The yield is 0.684. (3) The reactants are Br[C:2]1[C:22]([O:23][CH3:24])=[CH:21][C:5]2[N:6]([CH3:20])[C:7](=[O:19])[CH2:8][N:9]=[C:10]([C:11]3[CH:12]=[C:13]([CH:16]=[CH:17][CH:18]=3)[C:14]#[N:15])[C:4]=2[CH:3]=1.C1(B(O)O)C=CC=CC=1.[O:34]([C:41]1[CH:46]=[CH:45][CH:44]=[CH:43][C:42]=1B(O)O)[C:35]1[CH:40]=[CH:39][CH:38]=[CH:37][CH:36]=1. No catalyst specified. The product is [CH3:24][O:23][C:22]1[C:2]([C:36]2[CH:37]=[CH:38][CH:39]=[CH:40][C:35]=2[O:34][C:41]2[CH:42]=[CH:43][CH:44]=[CH:45][CH:46]=2)=[CH:3][C:4]2[C:10]([C:11]3[CH:12]=[C:13]([CH:16]=[CH:17][CH:18]=3)[C:14]#[N:15])=[N:9][CH2:8][C:7](=[O:19])[N:6]([CH3:20])[C:5]=2[CH:21]=1. The yield is 0.720.